Dataset: Reaction yield outcomes from USPTO patents with 853,638 reactions. Task: Predict the reaction yield, written as a fraction of the theoretical maximum amount of product (1.0 means a 100% yield; for example, 0.34 means a 34% yield). (1) The yield is 0.710. The catalyst is C(OCC)(=O)C.CN(C)C=O. The product is [C:7]1([C:13]([C:15]2[CH:16]=[CH:17][CH:18]=[CH:19][CH:20]=2)([C:21]2[CH:22]=[CH:23][CH:24]=[CH:25][CH:26]=2)[N:1]2[CH2:6][CH2:5][O:4][CH2:3][CH2:2]2)[CH:8]=[CH:9][CH:10]=[CH:11][CH:12]=1. The reactants are [NH:1]1[CH2:6][CH2:5][O:4][CH2:3][CH2:2]1.[C:7]1([C:13]([C:21]2[CH:26]=[CH:25][CH:24]=[CH:23][CH:22]=2)([C:15]2[CH:20]=[CH:19][CH:18]=[CH:17][CH:16]=2)Cl)[CH:12]=[CH:11][CH:10]=[CH:9][CH:8]=1.C(=O)([O-])[O-].[K+].[K+].C(=O)([O-])O.[Na+]. (2) The reactants are I[C:2]1[CH:14]=[CH:13][C:5]2[C:6](=[O:12])[CH2:7][CH2:8][C:9](=[O:11])[NH:10][C:4]=2[CH:3]=1.CCOC(C)=O.O.[CH3:22][N:23](C=O)C. The catalyst is [C-]#N.[C-]#N.[Zn+2].C1C=CC([P]([Pd]([P](C2C=CC=CC=2)(C2C=CC=CC=2)C2C=CC=CC=2)([P](C2C=CC=CC=2)(C2C=CC=CC=2)C2C=CC=CC=2)[P](C2C=CC=CC=2)(C2C=CC=CC=2)C2C=CC=CC=2)(C2C=CC=CC=2)C2C=CC=CC=2)=CC=1. The product is [C:22]([C:2]1[CH:14]=[CH:13][C:5]2[C:6](=[O:12])[CH2:7][CH2:8][C:9](=[O:11])[NH:10][C:4]=2[CH:3]=1)#[N:23]. The yield is 0.700. (3) The reactants are Cl.Cl[CH2:3][C:4]1[N:8]([CH:9]([CH3:11])[CH3:10])[CH:7]=[N:6][C:5]=1[CH3:12].[CH3:13][C:14]1[N:19]=[C:18]([SH:20])[N:17]=[C:16]([OH:21])[CH:15]=1.C(=O)([O-])[O-].[K+].[K+]. The catalyst is CC(C)=O. The product is [CH3:13][C:14]1[N:19]=[C:18]([S:20][CH2:3][C:4]2[N:8]([CH:9]([CH3:11])[CH3:10])[CH:7]=[N:6][C:5]=2[CH3:12])[N:17]=[C:16]([OH:21])[CH:15]=1. The yield is 0.280. (4) The reactants are [CH3:1][S:2](Cl)(=[O:4])=[O:3].[CH2:6]([N:9]1[CH:14]2[CH2:15][CH2:16][CH:10]1[CH2:11][CH:12]([NH:17][C:18]1[CH:19]=[C:20]3[C:24](=[CH:25][CH:26]=1)[N:23]([CH:27]1[CH2:32][CH2:31][CH2:30][CH2:29][O:28]1)[N:22]=[CH:21]3)[CH2:13]2)[CH2:7][CH3:8].C(=O)([O-])O.[Na+]. The catalyst is N1C=CC=CC=1. The product is [CH2:6]([N:9]1[CH:14]2[CH2:15][CH2:16][CH:10]1[CH2:11][CH:12]([N:17]([C:18]1[CH:19]=[C:20]3[C:24](=[CH:25][CH:26]=1)[N:23]([CH:27]1[CH2:32][CH2:31][CH2:30][CH2:29][O:28]1)[N:22]=[CH:21]3)[S:2]([CH3:1])(=[O:4])=[O:3])[CH2:13]2)[CH2:7][CH3:8]. The yield is 0.440.